From a dataset of NCI-60 drug combinations with 297,098 pairs across 59 cell lines. Regression. Given two drug SMILES strings and cell line genomic features, predict the synergy score measuring deviation from expected non-interaction effect. Drug 2: CC1CCC2CC(C(=CC=CC=CC(CC(C(=O)C(C(C(=CC(C(=O)CC(OC(=O)C3CCCCN3C(=O)C(=O)C1(O2)O)C(C)CC4CCC(C(C4)OC)OCCO)C)C)O)OC)C)C)C)OC. Drug 1: C1=CC(=CC=C1CCC2=CNC3=C2C(=O)NC(=N3)N)C(=O)NC(CCC(=O)O)C(=O)O. Cell line: OVCAR-8. Synergy scores: CSS=29.4, Synergy_ZIP=-14.4, Synergy_Bliss=-17.6, Synergy_Loewe=-7.44, Synergy_HSA=-6.56.